Dataset: B-cell epitopes from PDB crystal structures with 447 antigens. Task: Token-level Classification. Given an antigen amino acid sequence, predict which amino acid positions are active epitope sites capable of antibody binding. Output is a list of indices for active positions. (1) Given the antigen sequence: VPKYLKEPVVVGYVQRDSIAQKIGIKPGDKIIKINGYEVRTWEDLRDALIRLSLDGVKETTLFLERNGEVLHLTIKVPNVQKGEELGIAPLVKPVVGGVKKGSPADQVGIKPGDLILEVNGKKINTWYELVEEVRKSQGKAIKLKILRNGKMIEKELIPAKDPKTGTYFIGLFPKT, which amino acid positions are active epitope sites? The epitope positions are: [0, 1, 2, 3, 5, 45, 46, 49, 50, 79, 82, 83, 84, 85, 86, 88, 91, 95, 99, 100... (40 total positions)]. The amino acids at these positions are: VPKYKRDIRVGEELGAVVKKPAWVRGKDPK.... (2) Given the antigen sequence: AMCLNTFVLKKEVSETQHGTILIKVEYKGEDAPCKIPFSTRLITANPVVTKKEEPVNIEAEPPFGNIVIGIKALKINW, which amino acid positions are active epitope sites? The epitope positions are: [10, 13, 14, 15, 16, 17, 21, 42, 44, 58]. The amino acids at these positions are: KSETQHLIAE.